From a dataset of Reaction yield outcomes from USPTO patents with 853,638 reactions. Predict the reaction yield, written as a fraction of the theoretical maximum amount of product (1.0 means a 100% yield; for example, 0.34 means a 34% yield). The reactants are Br[C:2]1[CH:11]=[C:10]2[C:5]([N:6]=[CH:7][C:8]([N:12]3[CH2:17][CH2:16][N:15]([S:18]([C:21]4[CH:26]=[CH:25][CH:24]=[CH:23][C:22]=4[O:27][CH3:28])(=[O:20])=[O:19])[CH2:14][CH2:13]3)=[N:9]2)=[CH:4][CH:3]=1.B1(B2OC(C)(C)C(C)(C)O2)OC(C)(C)C(C)(C)O1.C([O-])(=O)C.[K+].Br[C:53]1[CH:54]=[C:55]([NH:61][S:62]([CH:65]2[CH2:67][CH2:66]2)(=[O:64])=[O:63])[C:56]([O:59][CH3:60])=[N:57][CH:58]=1.C(=O)([O-])[O-].[K+].[K+]. The catalyst is O1CCOCC1. The product is [CH3:60][O:59][C:56]1[C:55]([NH:61][S:62]([CH:65]2[CH2:66][CH2:67]2)(=[O:63])=[O:64])=[CH:54][C:53]([C:2]2[CH:11]=[C:10]3[C:5](=[CH:4][CH:3]=2)[N:6]=[CH:7][C:8]([N:12]2[CH2:17][CH2:16][N:15]([S:18]([C:21]4[CH:26]=[CH:25][CH:24]=[CH:23][C:22]=4[O:27][CH3:28])(=[O:20])=[O:19])[CH2:14][CH2:13]2)=[N:9]3)=[CH:58][N:57]=1. The yield is 0.380.